This data is from Reaction yield outcomes from USPTO patents with 853,638 reactions. The task is: Predict the reaction yield, written as a fraction of the theoretical maximum amount of product (1.0 means a 100% yield; for example, 0.34 means a 34% yield). (1) The reactants are F[C:2]1[C:3]([CH3:22])=[N:4][C:5]2[C:10]([N:11]=1)=[C:9]([C:12]1[NH:20][C:19]3[CH2:18][CH2:17][NH:16][C:15](=[O:21])[C:14]=3[CH:13]=1)[CH:8]=[CH:7][CH:6]=2.[CH:23]1([NH2:27])[CH2:26][CH2:25][CH2:24]1.CO.C(Cl)Cl. The catalyst is CS(C)=O.O. The product is [CH:23]1([NH:27][C:2]2[C:3]([CH3:22])=[N:4][C:5]3[C:10]([N:11]=2)=[C:9]([C:12]2[NH:20][C:19]4[CH2:18][CH2:17][NH:16][C:15](=[O:21])[C:14]=4[CH:13]=2)[CH:8]=[CH:7][CH:6]=3)[CH2:26][CH2:25][CH2:24]1. The yield is 0.640. (2) The reactants are [CH2:1]([CH:8]([C:12]([OH:14])=[O:13])[C:9]([OH:11])=[O:10])[C:2]1[CH:7]=[CH:6][CH:5]=[CH:4][CH:3]=1.S(Cl)(Cl)=O.[CH3:19]O. No catalyst specified. The product is [CH2:1]([CH:8]([C:9]([O:11][CH3:19])=[O:10])[C:12]([OH:14])=[O:13])[C:2]1[CH:7]=[CH:6][CH:5]=[CH:4][CH:3]=1. The yield is 0.350.